From a dataset of Forward reaction prediction with 1.9M reactions from USPTO patents (1976-2016). Predict the product of the given reaction. (1) Given the reactants [Cl:1][C:2]1[CH:7]=[CH:6][C:5]([NH2:8])=[C:4]([C:9]2[CH:14]=[C:13](Cl)[N:12]=[CH:11][N:10]=2)[CH:3]=1.C(=O)([O-])[O-].[K+].[K+].[F:22][C:23]([F:33])([F:32])[C:24]1[CH:25]=[C:26]([CH:29]=[CH:30][CH:31]=1)[CH2:27][NH2:28], predict the reaction product. The product is: [NH2:8][C:5]1[CH:6]=[CH:7][C:2]([Cl:1])=[CH:3][C:4]=1[C:9]1[N:10]=[CH:11][N:12]=[C:13]([NH:28][CH2:27][C:26]2[CH:29]=[CH:30][CH:31]=[C:24]([C:23]([F:22])([F:32])[F:33])[CH:25]=2)[CH:14]=1. (2) Given the reactants [CH3:1][N:2]1[CH2:7][CH2:6][N:5]([C:8]2[N:13]=[CH:12][C:11]([C:14]3[CH:19]=[CH:18][N:17]4[C:20]([C:23]5[CH:28]=[CH:27][C:26]([NH2:29])=[CH:25][CH:24]=5)=[CH:21][N:22]=[C:16]4[CH:15]=3)=[CH:10][N:9]=2)[CH2:4][CH2:3]1.ClC(Cl)(Cl)C[O:33][C:34](=O)[NH:35][C:36]1[CH:40]=[C:39]([C:41]([CH3:44])([CH3:43])[CH3:42])[O:38][N:37]=1.C(N(CC)CC)C, predict the reaction product. The product is: [C:41]([C:39]1[O:38][N:37]=[C:36]([NH:35][C:34]([NH:29][C:26]2[CH:27]=[CH:28][C:23]([C:20]3[N:17]4[CH:18]=[CH:19][C:14]([C:11]5[CH:12]=[N:13][C:8]([N:5]6[CH2:4][CH2:3][N:2]([CH3:1])[CH2:7][CH2:6]6)=[N:9][CH:10]=5)=[CH:15][C:16]4=[N:22][CH:21]=3)=[CH:24][CH:25]=2)=[O:33])[CH:40]=1)([CH3:44])([CH3:42])[CH3:43]. (3) Given the reactants [Cl:1][C:2]1[CH:25]=[CH:24][C:5]([C:6](=[O:23])[CH2:7][N:8]2[C:12]3[CH:13]=[CH:14][CH:15]=[CH:16][C:11]=3[N:10]=[C:9]2[C:17]2[C:18]([NH2:22])=[N:19][O:20][N:21]=2)=[CH:4][CH:3]=1.N1C=CC=CC=1.[C:32](Cl)(=[O:34])[CH3:33], predict the reaction product. The product is: [Cl:1][C:2]1[CH:3]=[CH:4][C:5]([C:6](=[O:23])[CH2:7][N:8]2[C:12]3[CH:13]=[CH:14][CH:15]=[CH:16][C:11]=3[N:10]=[C:9]2[C:17]2[C:18]([NH:22][C:32](=[O:34])[CH3:33])=[N:19][O:20][N:21]=2)=[CH:24][CH:25]=1. (4) Given the reactants [CH3:1][O:2][C:3]1[CH:4]=[C:5]2[C:10](=[CH:11][C:12]=1[O:13][CH3:14])[N:9]=[CH:8][N:7]=[C:6]2[O:15][C:16]1[CH:22]=[CH:21][C:19]([NH2:20])=[C:18]([O:23][CH3:24])[CH:17]=1.Cl[C:26](Cl)([O:28][C:29](=[O:35])OC(Cl)(Cl)Cl)Cl.[N:37]1[CH:42]=[CH:41][CH:40]=[CH:39][C:38]=1[CH2:43]CO.C(=O)(O)[O-].[Na+], predict the reaction product. The product is: [CH3:1][O:2][C:3]1[CH:4]=[C:5]2[C:10](=[CH:11][C:12]=1[O:13][CH3:14])[N:9]=[CH:8][N:7]=[C:6]2[O:15][C:16]1[CH:22]=[CH:21][C:19]([NH:20][C:29](=[O:35])[O:28][CH2:26][CH2:43][C:38]2[CH:39]=[CH:40][CH:41]=[CH:42][N:37]=2)=[C:18]([O:23][CH3:24])[CH:17]=1. (5) Given the reactants [Br:1][C:2]1[CH:11]=[CH:10][C:5]([C:6]([O:8]C)=[O:7])=[C:4]([S:12]C(N(C)C)=O)[CH:3]=1.[OH-].[Na+].Cl, predict the reaction product. The product is: [Br:1][C:2]1[CH:3]=[C:4]([SH:12])[C:5](=[CH:10][CH:11]=1)[C:6]([OH:8])=[O:7].